The task is: Predict the reaction yield, written as a fraction of the theoretical maximum amount of product (1.0 means a 100% yield; for example, 0.34 means a 34% yield).. This data is from Reaction yield outcomes from USPTO patents with 853,638 reactions. (1) The reactants are [Cl:1][C:2]1[CH:7]=[CH:6][C:5]([C:8]2[S:9][CH:10]=[C:11]([C:13]3([CH2:20][NH2:21])[CH2:18][CH2:17][N:16]([CH3:19])[CH2:15][CH2:14]3)[N:12]=2)=[CH:4][CH:3]=1.[F:22][C:23]([F:36])([F:35])[C:24]1[O:28][N:27]=[C:26]([CH2:29][CH2:30][CH2:31][C:32](O)=[O:33])[N:25]=1. No catalyst specified. The product is [Cl:1][C:2]1[CH:7]=[CH:6][C:5]([C:8]2[S:9][CH:10]=[C:11]([C:13]3([CH2:20][NH:21][C:32](=[O:33])[CH2:31][CH2:30][CH2:29][C:26]4[N:25]=[C:24]([C:23]([F:35])([F:36])[F:22])[O:28][N:27]=4)[CH2:14][CH2:15][N:16]([CH3:19])[CH2:17][CH2:18]3)[N:12]=2)=[CH:4][CH:3]=1. The yield is 0.0800. (2) The reactants are [NH2:1][C:2]1[C:3]2[N:4]([C:8]([C@@H:12]3[CH2:20][CH2:19][C@@H:18]4[N:14]([C:15](=S)[CH2:16][CH2:17]4)[CH2:13]3)=[N:9][C:10]=2[Br:11])[CH:5]=[CH:6][N:7]=1.[N:22]#[C:23][NH2:24]. The catalyst is C(#N)C. The product is [NH2:1][C:2]1[C:3]2[N:4]([C:8]([C@@H:12]3[CH2:20][CH2:19][C@@H:18]4[N:14](/[C:15](=[N:24]/[C:23]#[N:22])/[CH2:16][CH2:17]4)[CH2:13]3)=[N:9][C:10]=2[Br:11])[CH:5]=[CH:6][N:7]=1. The yield is 0.470. (3) The reactants are C[O:2][CH:3](OC)[CH:4]1[S:8][C:7]([C:9]2[NH:10][C:11]3[C:16]([CH:17]=2)=[CH:15][CH:14]=[CH:13][C:12]=3[N:18]([CH3:27])[S:19]([C:22]2[S:23][CH:24]=[CH:25][CH:26]=2)(=[O:21])=[O:20])=[N:6][CH2:5]1.FC(F)(F)C(O)=O.S(=O)(=O)(O)O.C(=O)([O-])O.[Na+]. The catalyst is O. The product is [CH:3]([CH:4]1[S:8][C:7]([C:9]2[NH:10][C:11]3[C:16]([CH:17]=2)=[CH:15][CH:14]=[CH:13][C:12]=3[N:18]([CH3:27])[S:19]([C:22]2[S:23][CH:24]=[CH:25][CH:26]=2)(=[O:21])=[O:20])=[N:6][CH2:5]1)=[O:2]. The yield is 0.990. (4) The reactants are [NH2:1][C:2]1[CH:3]=[C:4]([CH:7]=[CH:8][CH:9]=1)[C:5]#[N:6].[F:10][C:11]([F:24])([O:15][C:16]1[CH:17]=[C:18]([CH:21]=[CH:22][CH:23]=1)[CH:19]=O)[CH:12]([F:14])[F:13].C(O)(=O)C.[BH-](OC(C)=O)(OC(C)=O)OC(C)=O.[Na+]. The catalyst is ClC(Cl)C. The product is [F:10][C:11]([F:24])([O:15][C:16]1[CH:17]=[C:18]([CH2:19][NH:1][C:2]2[CH:3]=[C:4]([CH:7]=[CH:8][CH:9]=2)[C:5]#[N:6])[CH:21]=[CH:22][CH:23]=1)[CH:12]([F:13])[F:14]. The yield is 0.540. (5) The reactants are [C:1]([O:5][C:6]([N:8]1[CH:14]2[CH2:15][CH2:16][CH:9]1[CH2:10][N:11]([C:18]1[CH:19]=[N:20][C:21]([NH2:24])=[CH:22][CH:23]=1)[C:12](=[O:17])[CH2:13]2)=[O:7])([CH3:4])([CH3:3])[CH3:2].[CH3:25][N:26]([CH3:50])[C:27]([C:29]1[N:38]([C:39]2[CH:44]=[CH:43][C:42]([C:45]([C:48]#[N:49])([CH3:47])[CH3:46])=[CH:41][CH:40]=2)[C:32]2[N:33]=[C:34](Cl)[N:35]=[CH:36][C:31]=2[CH:30]=1)=[O:28]. No catalyst specified. The product is [C:48]([C:45]([C:42]1[CH:41]=[CH:40][C:39]([N:38]2[C:32]3[N:33]=[C:34]([NH:24][C:21]4[N:20]=[CH:19][C:18]([N:11]5[C:12](=[O:17])[CH2:13][CH:14]6[N:8]([C:6]([O:5][C:1]([CH3:4])([CH3:2])[CH3:3])=[O:7])[CH:9]([CH2:16][CH2:15]6)[CH2:10]5)=[CH:23][CH:22]=4)[N:35]=[CH:36][C:31]=3[CH:30]=[C:29]2[C:27](=[O:28])[N:26]([CH3:25])[CH3:50])=[CH:44][CH:43]=1)([CH3:47])[CH3:46])#[N:49]. The yield is 0.890. (6) The yield is 0.660. The catalyst is C1COCC1.C(OCC)(=O)C. The reactants are [H-].[Na+].[CH3:3][C:4]1[CH:9]=[CH:8][C:7]([CH:10]([OH:15])[C:11]([F:14])([F:13])[F:12])=[CH:6][CH:5]=1.[NH2:16][C:17]1[N:22]=[C:21](Cl)[CH:20]=[C:19]([Cl:24])[N:18]=1.O. The product is [Cl:24][C:19]1[CH:20]=[C:21]([O:15][CH:10]([C:7]2[CH:8]=[CH:9][C:4]([CH3:3])=[CH:5][CH:6]=2)[C:11]([F:12])([F:13])[F:14])[N:22]=[C:17]([NH2:16])[N:18]=1. (7) The reactants are [CH3:1][C:2]1([CH3:16])[C:6]([CH3:8])([CH3:7])[O:5][B:4]([C:9]2[CH:15]=[CH:14][C:12]([NH2:13])=[CH:11][CH:10]=2)[O:3]1.C(N(CC)CC)C.Cl[CH2:25][CH2:26][CH2:27][S:28](Cl)(=[O:30])=[O:29]. The catalyst is C(Cl)Cl.CCOC(C)=O.O. The product is [CH3:8][C:6]1([CH3:7])[C:2]([CH3:16])([CH3:1])[O:3][B:4]([C:9]2[CH:15]=[CH:14][C:12]([N:13]3[CH2:25][CH2:26][CH2:27][S:28]3(=[O:30])=[O:29])=[CH:11][CH:10]=2)[O:5]1. The yield is 0.700. (8) The reactants are [F:1][C:2]1[CH:3]=[CH:4][C:5]([C:8]2[C:12]([C:13](O)=[O:14])=[CH:11][O:10][N:9]=2)=[N:6][CH:7]=1.N1C=CC=CC=1C1C(C(O)=O)=CON=1. No catalyst specified. The product is [F:1][C:2]1[CH:3]=[CH:4][C:5]([C:8]2[C:12]([CH2:13][OH:14])=[CH:11][O:10][N:9]=2)=[N:6][CH:7]=1. The yield is 0.700.